Dataset: Full USPTO retrosynthesis dataset with 1.9M reactions from patents (1976-2016). Task: Predict the reactants needed to synthesize the given product. (1) Given the product [CH2:3]([CH:2]=[P:7]([C:20]1[CH:25]=[CH:24][CH:23]=[CH:22][CH:21]=1)([C:8]1[CH:9]=[CH:10][CH:11]=[CH:12][CH:13]=1)[C:14]1[CH:19]=[CH:18][CH:17]=[CH:16][CH:15]=1)[CH2:4][CH2:5][CH3:6], predict the reactants needed to synthesize it. The reactants are: [Br-].[CH2:2]([P+:7]([C:20]1[CH:25]=[CH:24][CH:23]=[CH:22][CH:21]=1)([C:14]1[CH:19]=[CH:18][CH:17]=[CH:16][CH:15]=1)[C:8]1[CH:13]=[CH:12][CH:11]=[CH:10][CH:9]=1)[CH2:3][CH2:4][CH2:5][CH3:6].C[Si]([N-][Si](C)(C)C)(C)C.[K+].COC1C=C(C2(C=CCCCC)CCCC2)C=C(OC)C=1. (2) Given the product [NH2:6][C:5]1[N:12]([CH2:14][CH2:15][CH2:16][OH:17])[N:13]=[C:3]([C:2]([CH3:9])([CH3:8])[CH3:1])[CH:4]=1, predict the reactants needed to synthesize it. The reactants are: [CH3:1][C:2]([CH3:9])([CH3:8])[C:3](=O)[CH2:4][C:5]#[N:6].Cl.Cl.[NH:12]([CH2:14][CH2:15][CH2:16][OH:17])[NH2:13].Cl. (3) Given the product [Br:9][C:10]1[CH:11]=[CH:12][C:13]2[C:14]3[S:4][C:5]([C:6](=[O:8])[CH3:7])=[CH:20][C:15]=3[CH2:16][O:17][C:18]=2[CH:19]=1, predict the reactants needed to synthesize it. The reactants are: C[O-].[Na+].[SH:4][CH2:5][C:6](=[O:8])[CH3:7].[Br:9][C:10]1[CH:19]=[C:18]2[C:13]([C:14](Cl)=[C:15]([CH:20]=O)[CH2:16][O:17]2)=[CH:12][CH:11]=1. (4) Given the product [CH3:24][O:23][C:20]1[CH:19]=[C:18]([CH3:25])[C:17]2[NH:9][C:7](=[O:8])[C:3]3[S:4][CH:5]=[CH:6][C:2]=3[C:22]=2[CH:21]=1, predict the reactants needed to synthesize it. The reactants are: Br[C:2]1[CH:6]=[CH:5][S:4][C:3]=1[C:7]([N:9]([C:17]1[CH:22]=[CH:21][C:20]([O:23][CH3:24])=[CH:19][C:18]=1[CH3:25])C(=O)OC(C)(C)C)=[O:8]. (5) Given the product [C:26]([OH:36])(=[O:35])/[CH:27]=[CH:28]/[C:29]1[CH:30]=[CH:31][CH:32]=[CH:33][CH:34]=1.[Cl:13][C:14]1[CH:15]=[CH:16][C:17]2[CH2:23][CH2:22][NH:21][CH2:20][C@H:19]([CH3:24])[C:18]=2[CH:25]=1, predict the reactants needed to synthesize it. The reactants are: O.C(O)(=O)C1NC(=O)NC(=O)C=1.[Cl:13][C:14]1[CH:15]=[CH:16][C:17]2[CH2:23][CH2:22][NH:21][CH2:20][C@H:19]([CH3:24])[C:18]=2[CH:25]=1.[C:26]([O-:36])(=[O:35])/[CH:27]=[CH:28]/[C:29]1[CH:34]=[CH:33][CH:32]=[CH:31][CH:30]=1. (6) Given the product [CH2:1]([O:3][C:4](=[O:23])[CH2:5][CH2:6][C:7]1[S:15][C:14]2[C:13]([N:16]3[CH2:21][CH2:20][O:19][CH2:18][CH2:17]3)=[N:12][C:11]([Cl:22])=[N:10][C:9]=2[CH:8]=1)[CH3:2], predict the reactants needed to synthesize it. The reactants are: [CH2:1]([O:3][C:4](=[O:23])[CH:5]=[CH:6][C:7]1[S:15][C:14]2[C:13]([N:16]3[CH2:21][CH2:20][O:19][CH2:18][CH2:17]3)=[N:12][C:11]([Cl:22])=[N:10][C:9]=2[CH:8]=1)[CH3:2]. (7) Given the product [CH2:1]([OH:23])[C@H:2]1[O:7][C@H:6]([O:8][C@:9]2([CH2:25][OH:26])[O:17][C@H:12]([CH2:13][OH:16])[C@@H:11]([OH:18])[C@@H:10]2[OH:19])[C@H:5]([OH:20])[C@@H:4]([OH:21])[C@@H:3]1[OH:22], predict the reactants needed to synthesize it. The reactants are: [CH2:1]([OH:23])[C@H:2]1[O:7][C@H:6]([O:8][CH2:9][C@@H:10]([OH:19])[C@@H:11]([OH:18])[C@H:12]([OH:17])[CH:13]([OH:16])CO)[C@H:5]([OH:20])[C@@H:4]([OH:21])[C@@H:3]1[OH:22].[C@H]1(OC[C@@H](O)[C@@H](O)[C@H](O)[C@@H](O)CO)O[C@H](CO)[C@@H](O)[C@H](O)[C@H:25]1[OH:26].